From a dataset of Full USPTO retrosynthesis dataset with 1.9M reactions from patents (1976-2016). Predict the reactants needed to synthesize the given product. Given the product [ClH:52].[NH:39]1[CH2:40][CH2:41][CH2:42][CH2:43][CH:37]([CH2:36][C:35]([O:34][CH2:32][CH3:33])=[O:51])[CH2:38]1, predict the reactants needed to synthesize it. The reactants are: [H-].[Na+].C(N1CCCCC(=O)C1)C1C=CC=CC=1.C(OP(CC(OCC)=O)(OCC)=O)C.[CH2:32]([O:34][C:35](=[O:51])[CH:36]=[C:37]1[CH2:43][CH2:42][CH2:41][CH2:40][N:39](CC2C=CC=CC=2)[CH2:38]1)[CH3:33].[ClH:52].CCOC(C)=O.[H][H].